This data is from Forward reaction prediction with 1.9M reactions from USPTO patents (1976-2016). The task is: Predict the product of the given reaction. (1) Given the reactants [NH2:1][C@@H:2]1[CH2:7][C:6]([CH2:8][N:9]2[CH2:14][CH2:13][CH2:12][C@H:11]([C:15]([O:17]CC)=[O:16])[CH2:10]2)=[CH:5][CH2:4][C@H:3]1[C:20]1[CH:25]=[CH:24][C:23]([Cl:26])=[CH:22][C:21]=1[Cl:27].[Li+].[OH-].Cl, predict the reaction product. The product is: [NH2:1][C@@H:2]1[CH2:7][C:6]([CH2:8][N:9]2[CH2:14][CH2:13][CH2:12][C@H:11]([C:15]([OH:17])=[O:16])[CH2:10]2)=[CH:5][CH2:4][C@H:3]1[C:20]1[CH:25]=[CH:24][C:23]([Cl:26])=[CH:22][C:21]=1[Cl:27]. (2) Given the reactants Br[CH:2]([CH2:12][Br:13])[CH2:3][O:4][C:5]1[C:6](=[O:11])[NH:7][CH:8]=[N:9][CH:10]=1.C([O-])(O)=O.[Na+], predict the reaction product. The product is: [Br:13][CH2:12][CH:2]1[O:11][C:6]2[N:7]=[CH:8][N:9]=[CH:10][C:5]=2[O:4][CH2:3]1. (3) Given the reactants [O:1]=[C:2]1[C:10]2[C:5](=[CH:6][CH:7]=[C:8]([CH:11]=[CH:12][CH3:13])[CH:9]=2)[CH2:4][N:3]1[C:14]1[CH:19]=[CH:18][C:17]([CH:20]([CH3:28])[C:21]([O:23][C:24]([CH3:27])([CH3:26])[CH3:25])=[O:22])=[CH:16][CH:15]=1, predict the reaction product. The product is: [O:1]=[C:2]1[C:10]2[C:5](=[CH:6][CH:7]=[C:8]([CH2:11][CH2:12][CH3:13])[CH:9]=2)[CH2:4][N:3]1[C:14]1[CH:19]=[CH:18][C:17]([CH:20]([CH3:28])[C:21]([O:23][C:24]([CH3:25])([CH3:27])[CH3:26])=[O:22])=[CH:16][CH:15]=1. (4) Given the reactants Cl[C:2]1[N:7]=[C:6]2[CH2:8][CH2:9][CH2:10][C:5]2=[C:4]([NH:11][C:12]2[CH:17]=[CH:16][C:15]([CH2:18][C:19]([O:21][CH2:22][CH3:23])=[O:20])=[CH:14][CH:13]=2)[CH:3]=1.[NH:24]1[CH2:29][CH2:28][O:27][CH2:26][CH2:25]1, predict the reaction product. The product is: [O:27]1[CH2:28][CH2:29][N:24]([C:2]2[N:7]=[C:6]3[CH2:8][CH2:9][CH2:10][C:5]3=[C:4]([NH:11][C:12]3[CH:17]=[CH:16][C:15]([CH2:18][C:19]([O:21][CH2:22][CH3:23])=[O:20])=[CH:14][CH:13]=3)[CH:3]=2)[CH2:25][CH2:26]1.